This data is from Full USPTO retrosynthesis dataset with 1.9M reactions from patents (1976-2016). The task is: Predict the reactants needed to synthesize the given product. (1) Given the product [NH2:31][C:23]1[CH:24]=[C:25]([CH:29]=[CH:30][C:22]=1[O:21][C:17]([CH3:20])([CH3:19])[CH3:18])[C:26]([NH2:28])=[O:27], predict the reactants needed to synthesize it. The reactants are: C(OC1C=CC(C(N)=O)=CC=1N=C=S)(C)C.[C:17]([O:21][C:22]1[CH:30]=[CH:29][C:25]([C:26]([NH2:28])=[O:27])=[CH:24][C:23]=1[N+:31]([O-])=O)([CH3:20])([CH3:19])[CH3:18].C(OC1C=CC(C(N)=O)=CC=1[N+]([O-])=O)(C)C. (2) Given the product [C:47]([C:44]1[N:45]=[CH:46][C:41]([N:39]2[C:6]([C:7]3[N:12]=[C:11]([C:13]([O:15][CH3:16])=[O:14])[C:10](=[O:17])[N:9]([C:18]4[CH:23]=[CH:22][CH:21]=[C:20]([C:24]([F:25])([F:27])[F:26])[CH:19]=4)[C:8]=3[CH3:28])=[CH:5][CH:4]=[N:40]2)=[CH:42][CH:43]=1)#[N:48], predict the reactants needed to synthesize it. The reactants are: C(O[CH:4](OCC)[C:5]#[C:6][C:7]1[N:12]=[C:11]([C:13]([O:15][CH3:16])=[O:14])[C:10](=[O:17])[N:9]([C:18]2[CH:23]=[CH:22][CH:21]=[C:20]([C:24]([F:27])([F:26])[F:25])[CH:19]=2)[C:8]=1[CH3:28])C.FC(F)(F)C(O)=O.[NH:39]([C:41]1[CH:42]=[CH:43][C:44]([C:47]#[N:48])=[N:45][CH:46]=1)[NH2:40].Cl.C([O-])(O)=O.[Na+]. (3) Given the product [C:35]1([C:39]2[CH:40]=[CH:41][CH:42]=[CH:43][CH:44]=2)[CH:36]=[CH:37][CH:38]=[C:33]([C:10]2[CH:9]=[C:8]([C:4]3[CH:5]=[C:6]([B:50]([OH:55])[OH:51])[CH:7]=[CH:2][CH:3]=3)[C:13]3[S:14][C:15]4[CH:20]=[CH:19][C:18]([C:21]5[CH:22]=[C:23]([C:27]6[CH:32]=[CH:31][CH:30]=[CH:29][CH:28]=6)[CH:24]=[CH:25][CH:26]=5)=[CH:17][C:16]=4[C:12]=3[CH:11]=2)[CH:34]=1, predict the reactants needed to synthesize it. The reactants are: Br[C:2]1[CH:3]=[C:4]([C:8]2[C:13]3[S:14][C:15]4[CH:20]=[CH:19][C:18]([C:21]5[CH:22]=[C:23]([C:27]6[CH:32]=[CH:31][CH:30]=[CH:29][CH:28]=6)[CH:24]=[CH:25][CH:26]=5)=[CH:17][C:16]=4[C:12]=3[CH:11]=[C:10]([C:33]3[CH:34]=[C:35]([C:39]4[CH:44]=[CH:43][CH:42]=[CH:41][CH:40]=4)[CH:36]=[CH:37][CH:38]=3)[CH:9]=2)[CH:5]=[CH:6][CH:7]=1.C([Li])CCC.[B:50]([O:55]C)(OC)[O:51]C.Cl. (4) Given the product [F:1][C:2]([F:11])([F:12])[C:3]([CH3:6])([C:7]([F:9])([F:8])[F:10])[CH2:4][O:5][S:21]([CH3:20])(=[O:23])=[O:22], predict the reactants needed to synthesize it. The reactants are: [F:1][C:2]([F:12])([F:11])[C:3]([C:7]([F:10])([F:9])[F:8])([CH3:6])[CH2:4][OH:5].C(N(CC)CC)C.[CH3:20][S:21](Cl)(=[O:23])=[O:22]. (5) The reactants are: [C:1]([C:3]1[CH:8]=[CH:7][C:6]([C@@H:9]([N:11]2[CH2:16][CH2:15][C@:14]([CH2:23][C:24]([OH:27])([CH3:26])[CH3:25])([C:17]3[CH:22]=[CH:21][CH:20]=[CH:19][CH:18]=3)[O:13][C:12]2=[O:28])[CH3:10])=[CH:5][CH:4]=1)#[CH:2].Br[C:30]1[CH:31]=[CH:32][C:33](=[O:37])[N:34]([CH3:36])[CH:35]=1. Given the product [OH:27][C:24]([CH3:25])([CH3:26])[CH2:23][C@@:14]1([C:17]2[CH:18]=[CH:19][CH:20]=[CH:21][CH:22]=2)[O:13][C:12](=[O:28])[N:11]([C@H:9]([C:6]2[CH:5]=[CH:4][C:3]([C:1]#[C:2][C:30]3[CH:31]=[CH:32][C:33](=[O:37])[N:34]([CH3:36])[CH:35]=3)=[CH:8][CH:7]=2)[CH3:10])[CH2:16][CH2:15]1, predict the reactants needed to synthesize it.